From a dataset of Forward reaction prediction with 1.9M reactions from USPTO patents (1976-2016). Predict the product of the given reaction. (1) Given the reactants [C:1]1([C:7]2[N:8]=[CH:9][NH:10][CH:11]=2)[CH:6]=[CH:5][CH:4]=[CH:3][CH:2]=1.[H-].[Na+].[CH3:14][O:15][C:16]1[CH:23]=[CH:22][C:19]([CH2:20]Cl)=[CH:18][CH:17]=1, predict the reaction product. The product is: [CH3:14][O:15][C:16]1[CH:23]=[CH:22][C:19]([CH2:20][N:10]2[CH:11]=[C:7]([C:1]3[CH:2]=[CH:3][CH:4]=[CH:5][CH:6]=3)[N:8]=[CH:9]2)=[CH:18][CH:17]=1. (2) Given the reactants [CH3:1][O:2][N:3]=[C:4]1[C:12]2[C:7](=[CH:8][C:9](/[CH:13]=[CH:14]/[C:15]([C:17]3[CH:18]=[N:19][C:20]([S:23][CH3:24])=[N:21][CH:22]=3)=[O:16])=[CH:10][CH:11]=2)[CH2:6][CH2:5]1.[N:25]1[CH:30]=[CH:29][C:28]([CH:31]=[O:32])=[CH:27][CH:26]=1, predict the reaction product. The product is: [CH3:1][O:2][N:3]=[C:4]1[C:12]2[C:7](=[CH:8][C:9]([CH:13]([CH2:14][C:15]([C:17]3[CH:18]=[N:19][C:20]([S:23][CH3:24])=[N:21][CH:22]=3)=[O:16])[C:31]([C:28]3[CH:29]=[CH:30][N:25]=[CH:26][CH:27]=3)=[O:32])=[CH:10][CH:11]=2)[CH2:6][CH2:5]1. (3) Given the reactants [F:1][C:2]([F:16])([F:15])[C:3]1[N:12]=[C:11]([NH:13][NH2:14])[C:10]2[C:5](=[CH:6][CH:7]=[CH:8][CH:9]=2)[N:4]=1.[CH3:17][C:18]1[CH:23]=[CH:22][C:21]([C:24](=O)[CH3:25])=[CH:20][CH:19]=1, predict the reaction product. The product is: [C:18]1([CH3:17])[CH:23]=[CH:22][C:21]([C:24](=[N:14][NH:13][C:11]2[C:10]3[C:5](=[CH:6][CH:7]=[CH:8][CH:9]=3)[N:4]=[C:3]([C:2]([F:1])([F:15])[F:16])[N:12]=2)[CH3:25])=[CH:20][CH:19]=1.